From a dataset of Full USPTO retrosynthesis dataset with 1.9M reactions from patents (1976-2016). Predict the reactants needed to synthesize the given product. (1) Given the product [CH3:26][C:25]([O:24][CH2:23][C@H:18]1[O:19][C@H:20]([Br:28])[C@@H:5]([O:4][C:1]([CH3:2])=[O:3])[C@@H:8]([O:9][C:10]([CH3:11])=[O:12])[C@@H:13]1[O:14][C:15]([CH3:16])=[O:17])=[O:27], predict the reactants needed to synthesize it. The reactants are: [C:1]([O:4][C@@H:5]([C@H:8]([C@@H:13]([C@@H:18]([CH2:23][O:24][C:25](=[O:27])[CH3:26])[O:19][C:20](=O)C)[O:14][C:15](=[O:17])[CH3:16])[O:9][C:10](=[O:12])[CH3:11])C=O)(=[O:3])[CH3:2].[BrH:28]. (2) Given the product [N:1]([CH:4]([C:6]1[N:7]=[C:8]2[S:16][CH:15]=[C:14]([C:17]([F:20])([F:19])[F:18])[N:9]2[C:10](=[O:13])[C:11]=1[C:26]1[CH:25]=[CH:24][CH:23]=[C:22]([F:21])[CH:27]=1)[CH3:5])=[N+:2]=[N-:3], predict the reactants needed to synthesize it. The reactants are: [N:1]([CH:4]([C:6]1[N:7]=[C:8]2[S:16][CH:15]=[C:14]([C:17]([F:20])([F:19])[F:18])[N:9]2[C:10](=[O:13])[C:11]=1Br)[CH3:5])=[N+:2]=[N-:3].[F:21][C:22]1[CH:23]=[C:24](B(O)O)[CH:25]=[CH:26][CH:27]=1. (3) The reactants are: [CH:1]1([C@@H:6]2[NH:11][C:10](=[O:12])[C@H:9]([CH2:13][CH:14]([CH3:16])[CH3:15])[NH:8][CH2:7]2)[CH2:5][CH2:4][CH2:3][CH2:2]1.[F:17][C:18]1[CH:23]=[C:22]([F:24])[CH:21]=[CH:20][C:19]=1[C@@H:25]1[CH2:27][C@H:26]1[C:28](O)=[O:29].C([C@@H]1N(C(=O)/C=C/C2C=CC=CC=2)C[C@H](CC(C)C)NC1=O)C(C)C. Given the product [CH:1]1([C@@H:6]2[NH:11][C:10](=[O:12])[C@H:9]([CH2:13][CH:14]([CH3:16])[CH3:15])[N:8]([C:28]([C@@H:26]3[CH2:27][C@H:25]3[C:19]3[CH:20]=[CH:21][C:22]([F:24])=[CH:23][C:18]=3[F:17])=[O:29])[CH2:7]2)[CH2:2][CH2:3][CH2:4][CH2:5]1, predict the reactants needed to synthesize it. (4) Given the product [CH3:1][O:2][C:3](=[O:54])[C@@H:4]([NH:32][C@H:33]([C:36]1[CH:37]=[CH:38][CH:39]=[CH:40][CH:41]=1)[CH2:34][CH3:35])[CH2:5][C:6]1[CH:31]=[CH:30][C:9]2[O:10][C@@H:11]([C:14]3[CH:15]=[CH:16][C:17]([O:20][CH2:21][C:22]4[CH:27]=[CH:26][C:25]([Cl:28])=[C:24]([Cl:29])[CH:23]=4)=[CH:18][CH:19]=3)[CH2:12][O:13][C:8]=2[CH:7]=1, predict the reactants needed to synthesize it. The reactants are: [CH3:1][O:2][C:3](=[O:54])[C@@H:4]([N:32](S(C1C=CC([N+]([O-])=O)=CC=1)(=O)=O)[C@H:33]([C:36]1[CH:41]=[CH:40][CH:39]=[CH:38][CH:37]=1)[CH2:34][CH3:35])[CH2:5][C:6]1[CH:31]=[CH:30][C:9]2[O:10][C@@H:11]([C:14]3[CH:19]=[CH:18][C:17]([O:20][CH2:21][C:22]4[CH:27]=[CH:26][C:25]([Cl:28])=[C:24]([Cl:29])[CH:23]=4)=[CH:16][CH:15]=3)[CH2:12][O:13][C:8]=2[CH:7]=1.SCC(O)=O.C1CCN2C(=NCCC2)CC1.